This data is from Retrosynthesis with 50K atom-mapped reactions and 10 reaction types from USPTO. The task is: Predict the reactants needed to synthesize the given product. (1) Given the product O=C(O)Cn1nnc(-c2cc(N3CCC(Oc4cc(-c5ccc(OC(F)(F)F)cc5)ccc4Cl)CC3)no2)n1, predict the reactants needed to synthesize it. The reactants are: O=C(O)Cn1nnc(-c2cc(N3CCC(Oc4cc(Br)ccc4Cl)CC3)no2)n1.OB(O)c1ccc(OC(F)(F)F)cc1. (2) Given the product COc1cc(C=C(Cl)Cl)nc(N)n1, predict the reactants needed to synthesize it. The reactants are: C[O-].Nc1nc(Cl)cc(C=C(Cl)Cl)n1. (3) Given the product CCCC(CC(=O)OCC)n1ccc2cc(OCCc3ccc4c(n3)N(C(=O)OC(C)(C)C)CCC4)ccc21, predict the reactants needed to synthesize it. The reactants are: CC(C)(C)OC(=O)N1CCCc2ccc(CCO)nc21.CCCC(CC(=O)OCC)n1ccc2cc(O)ccc21. (4) Given the product COC(=O)c1ccc2c(C3CCCCC3)c(-c3occc3C=O)n(CC(=O)OC(C)(C)C)c2c1, predict the reactants needed to synthesize it. The reactants are: COC(=O)c1ccc2c(C3CCCCC3)c(Br)n(CC(=O)OC(C)(C)C)c2c1.O=Cc1ccoc1B(O)O. (5) Given the product COc1ccc(CNc2cc([N+](=O)[O-])cc[n+]2[O-])cc1, predict the reactants needed to synthesize it. The reactants are: COc1ccc(CN)cc1.O=[N+]([O-])c1cc[n+]([O-])c(Cl)c1. (6) Given the product Cc1cn2c(-c3nc(N4CCOCC4)c4sc(CN5CCN(C(C)(C)C(N)=O)CC5)cc4n3)cccc2n1, predict the reactants needed to synthesize it. The reactants are: CCCC[Sn](CCCC)(CCCC)c1nc(N2CCOCC2)c2sc(CN3CCN(C(C)(C)C(N)=O)CC3)cc2n1.Cc1cn2c(Br)cccc2n1.